The task is: Predict the reactants needed to synthesize the given product.. This data is from Full USPTO retrosynthesis dataset with 1.9M reactions from patents (1976-2016). (1) Given the product [Br:1][C:2]1[C:3]([O:15][CH2:16][C:17]([F:20])([F:19])[F:18])=[N:4][C:5]([C:11]([F:14])([F:13])[F:12])=[C:6]([CH:10]=1)[C:7]([NH:21][CH2:22][C@:23]([CH:25]1[CH2:27][CH2:26]1)([OH:24])[CH3:28])=[O:9], predict the reactants needed to synthesize it. The reactants are: [Br:1][C:2]1[C:3]([O:15][CH2:16][C:17]([F:20])([F:19])[F:18])=[N:4][C:5]([C:11]([F:14])([F:13])[F:12])=[C:6]([CH:10]=1)[C:7]([OH:9])=O.[NH2:21][CH2:22][C@:23]([CH3:28])([CH:25]1[CH2:27][CH2:26]1)[OH:24]. (2) Given the product [NH2:14][CH2:13][CH2:12][CH2:11][N:6]1[C:5]([S:25][C:26]2[CH:31]=[C:30]([Cl:32])[CH:29]=[C:28]([Cl:33])[CH:27]=2)=[N:4][C:3]2[C:7]1=[N:8][CH:9]=[N:10][C:2]=2[NH2:1], predict the reactants needed to synthesize it. The reactants are: [NH2:1][C:2]1[N:10]=[CH:9][N:8]=[C:7]2[C:3]=1[N:4]=[C:5]([S:25][C:26]1[CH:31]=[C:30]([Cl:32])[CH:29]=[C:28]([Cl:33])[CH:27]=1)[N:6]2[CH2:11][CH2:12][CH2:13][N:14]1C(=O)C2C(=CC=CC=2)C1=O.O.NN. (3) Given the product [I:16][C:10]1[C:3]2[C:4](=[N:5][CH:6]=[N:7][C:2]=2[NH2:1])[NH:8][N:9]=1, predict the reactants needed to synthesize it. The reactants are: [NH2:1][C:2]1[N:7]=[CH:6][N:5]=[C:4]2[NH:8][N:9]=[CH:10][C:3]=12.CN(C)C=O.[I:16]N1C(=O)CCC1=O.